Dataset: Catalyst prediction with 721,799 reactions and 888 catalyst types from USPTO. Task: Predict which catalyst facilitates the given reaction. (1) Reactant: [C:1]([O:7][CH3:8])(=[O:6])[CH2:2][C:3]([CH3:5])=O.[CH2:9]([NH2:16])[C:10]1[CH:15]=[CH:14][CH:13]=[CH:12][CH:11]=1.C(O)(=O)C. Product: [CH2:9]([NH:16][CH:3]([CH3:5])[CH2:2][C:1]([O:7][CH3:8])=[O:6])[C:10]1[CH:15]=[CH:14][CH:13]=[CH:12][CH:11]=1. The catalyst class is: 5. (2) Reactant: Cl[C:2]1[N:7]=[CH:6][C:5]([C:8]([NH:10][C:11]2[CH:15]=[C:14]([CH3:16])[N:13]([CH2:17][C:18]3[CH:23]=[C:22]([Cl:24])[CH:21]=[CH:20][C:19]=3[O:25][CH2:26][CH:27]([CH3:29])[CH3:28])[N:12]=2)=[O:9])=[CH:4][CH:3]=1.[NH:30]1[CH2:35][CH2:34][O:33][CH2:32][CH2:31]1. Product: [Cl:24][C:22]1[CH:21]=[CH:20][C:19]([O:25][CH2:26][CH:27]([CH3:29])[CH3:28])=[C:18]([CH2:17][N:13]2[C:14]([CH3:16])=[CH:15][C:11]([NH:10][C:8]([C:5]3[CH:6]=[N:7][C:2]([N:30]4[CH2:35][CH2:34][O:33][CH2:32][CH2:31]4)=[CH:3][CH:4]=3)=[O:9])=[N:12]2)[CH:23]=1. The catalyst class is: 8. (3) Reactant: [CH3:1][CH2:2][CH2:3][CH2:4][CH2:5][CH2:6][CH2:7][CH2:8][CH2:9][C:10]1[CH:11]=[CH:12][C:13](O)=[CH:14][CH:15]=1.C1CCCCC1.[CH2:23]([O:27][C:28]1[CH:33]=[CH:32][CH:31]=[CH:30][C:29]=1[CH2:34][CH2:35][CH2:36][CH2:37][CH2:38][CH2:39][CH2:40][CH2:41][CH3:42])[CH:24]1[O:26][CH2:25]1.C(OCC1OC1)C1[O:46]C1. Product: [CH2:9]([C:10]1[CH:11]=[CH:12][CH:13]=[CH:14][C:15]=1[O:46][CH2:25][CH:24]([OH:26])[CH2:23][O:27][C:28]1[CH:33]=[CH:32][CH:31]=[CH:30][C:29]=1[CH2:34][CH2:35][CH2:36][CH2:37][CH2:38][CH2:39][CH2:40][CH2:41][CH3:42])[CH2:8][CH2:7][CH2:6][CH2:5][CH2:4][CH2:3][CH2:2][CH3:1]. The catalyst class is: 6. (4) Reactant: C(OC(=O)[NH:7][C:8]1[S:12][C:11]([CH3:13])=[N:10][C:9]=1[C:14]1[CH:19]=[CH:18][CH:17]=[CH:16][C:15]=1[CH3:20])(C)(C)C.FC(F)(F)C(O)=O. Product: [CH3:13][C:11]1[S:12][C:8]([NH2:7])=[C:9]([C:14]2[CH:19]=[CH:18][CH:17]=[CH:16][C:15]=2[CH3:20])[N:10]=1. The catalyst class is: 4. (5) Reactant: [C:1]([C:5]1[CH:6]=[C:7]([CH:21]=[C:22]([C:24]([CH3:27])([CH3:26])[CH3:25])[CH:23]=1)[CH2:8][N:9]1[CH2:14][CH2:13][N:12]([CH2:15][C:16](OCC)=[O:17])[CH2:11][CH2:10]1)([CH3:4])([CH3:3])[CH3:2].[NH2:28][NH2:29]. Product: [C:24]([C:22]1[CH:21]=[C:7]([CH:6]=[C:5]([C:1]([CH3:2])([CH3:4])[CH3:3])[CH:23]=1)[CH2:8][N:9]1[CH2:10][CH2:11][N:12]([CH2:15][C:16]([NH:28][NH2:29])=[O:17])[CH2:13][CH2:14]1)([CH3:26])([CH3:27])[CH3:25]. The catalyst class is: 8. (6) Reactant: [OH:1][C@H:2]([CH2:8][C:9](=[O:11])[O-:10])[CH2:3][N+:4]([CH3:7])([CH3:6])[CH3:5].[CH3:12][CH2:13][C@:14]12[CH:30]=[C:29]([C:31]([O:33][CH2:34][CH3:35])=[O:32])[N:28]3[C:20]4=[C:21]([CH2:36][CH2:37][N:18]([C@@H:19]14)[CH2:17][CH2:16][CH2:15]2)[C:22]1[CH:23]=[CH:24][CH:25]=[CH:26][C:27]=13.C(O)C.C(OC(C1C=CC(O)=CC=1)=O)C. Product: [CH3:12][CH2:13][C@:14]12[CH:30]=[C:29]([C:31]([O:33][CH2:34][CH3:35])=[O:32])[N:28]3[C:20]4=[C:21]([CH2:36][CH2:37][N:18]([C@@H:19]14)[CH2:17][CH2:16][CH2:15]2)[C:22]1[CH:23]=[CH:24][CH:25]=[CH:26][C:27]=13.[OH:1][C@H:2]([CH2:8][C:9](=[O:10])[O-:11])[CH2:3][N+:4]([CH3:7])([CH3:5])[CH3:6]. The catalyst class is: 610. (7) Reactant: [NH2:1][C:2]1[CH:11]=[C:10]2[C:5]([CH2:6][CH2:7][CH:8]([CH2:12][OH:13])[O:9]2)=[CH:4][CH:3]=1.[C:14]1([S:20](Cl)(=[O:22])=[O:21])[CH:19]=[CH:18][CH:17]=[CH:16][CH:15]=1.[OH2:24]. Product: [C:14]1([S:20]([NH:1][C:2]2[CH:11]=[C:10]3[C:5]([CH2:6][CH2:7][CH:8]([CH2:12][O:13][S:20]([C:14]4[CH:19]=[CH:18][CH:17]=[CH:16][CH:15]=4)(=[O:21])=[O:24])[O:9]3)=[CH:4][CH:3]=2)(=[O:22])=[O:21])[CH:19]=[CH:18][CH:17]=[CH:16][CH:15]=1. The catalyst class is: 17. (8) Reactant: [F-].C([N+](CCCC)(CCCC)CCCC)CCC.[C:19]([O:23][C:24]([N:26]1[C@@H:31]([CH:32]=[O:33])[CH2:30][O:29][C@@H:28]([O:34][CH2:35][C:36]([CH3:39])([CH3:38])[CH3:37])[CH2:27]1)=[O:25])([CH3:22])([CH3:21])[CH3:20].[F:40][C:41]1[CH:46]=[C:45]([CH2:47][CH2:48][N+:49]([O-:51])=[O:50])[CH:44]=[C:43]([F:52])[CH:42]=1. Product: [C:19]([O:23][C:24]([N:26]1[C@@H:31]([C@@H:32]([OH:33])[C@@H:48]([N+:49]([O-:51])=[O:50])[CH2:47][C:45]2[CH:46]=[C:41]([F:40])[CH:42]=[C:43]([F:52])[CH:44]=2)[CH2:30][O:29][C@@H:28]([O:34][CH2:35][C:36]([CH3:39])([CH3:38])[CH3:37])[CH2:27]1)=[O:25])([CH3:22])([CH3:21])[CH3:20]. The catalyst class is: 7. (9) Reactant: [O:1]=[S:2]1(=[O:41])[C:6]2[CH:7]=[CH:8][CH:9]=[CH:10][C:5]=2[C:4]([NH:11][C@@H:12]([CH2:17][C:18]2[CH:23]=[CH:22][C:21]([N:24]([CH2:29][CH2:30][N:31]([C:33]([CH:35]3[CH2:40][CH2:39][CH2:38][CH2:37][CH2:36]3)=[O:34])[CH3:32])[S:25]([CH3:28])(=[O:27])=[O:26])=[CH:20][CH:19]=2)[C:13]([O:15]C)=[O:14])=[N:3]1.[Li+].[OH-].Cl.O. Product: [O:41]=[S:2]1(=[O:1])[C:6]2[CH:7]=[CH:8][CH:9]=[CH:10][C:5]=2[C:4]([NH:11][C@@H:12]([CH2:17][C:18]2[CH:23]=[CH:22][C:21]([N:24]([CH2:29][CH2:30][N:31]([C:33]([CH:35]3[CH2:36][CH2:37][CH2:38][CH2:39][CH2:40]3)=[O:34])[CH3:32])[S:25]([CH3:28])(=[O:27])=[O:26])=[CH:20][CH:19]=2)[C:13]([OH:15])=[O:14])=[N:3]1. The catalyst class is: 87. (10) Reactant: Cl.Cl.[NH2:3][C:4]1[C:8]([NH2:9])=[CH:7][S:6][CH:5]=1.C([O-])([O-])=O.[Na+].[Na+].[CH:16]([CH:18]=O)=O.C(Cl)Cl. Product: [N:9]1[C:8]2[C:4](=[CH:5][S:6][CH:7]=2)[N:3]=[CH:16][CH:18]=1. The catalyst class is: 6.